Task: Predict the product of the given reaction.. Dataset: Forward reaction prediction with 1.9M reactions from USPTO patents (1976-2016) Given the reactants [C:1]([C:3]1[CH:4]=[C:5]([C:13]([N:15]([CH2:28][CH3:29])[CH2:16][C@H:17]([C:21]2[CH:26]=[CH:25][C:24]([F:27])=[CH:23][CH:22]=2)[CH2:18][CH:19]=C)=[O:14])[C:6]2[CH2:7][CH2:8][CH2:9][CH2:10][C:11]=2[CH:12]=1)#[N:2].ClC1C=C(C=C(Cl)C=1)C(N(C[C@H](C1C=CC(F)=CC=1)CC=C)C)=[O:35], predict the reaction product. The product is: [C:1]([C:3]1[CH:4]=[C:5]([C:13]([N:15]([CH2:28][CH3:29])[CH2:16][C@H:17]([C:21]2[CH:26]=[CH:25][C:24]([F:27])=[CH:23][CH:22]=2)[CH2:18][CH:19]=[O:35])=[O:14])[C:6]2[CH2:7][CH2:8][CH2:9][CH2:10][C:11]=2[CH:12]=1)#[N:2].